Dataset: Reaction yield outcomes from USPTO patents with 853,638 reactions. Task: Predict the reaction yield, written as a fraction of the theoretical maximum amount of product (1.0 means a 100% yield; for example, 0.34 means a 34% yield). (1) The reactants are Cl[C:2]1[N:7]=[C:6]([NH:8][CH2:9][C:10]#[CH:11])[N:5]=[C:4]([N:12]([CH3:15])[O:13][CH3:14])[N:3]=1.[NH4+:16].[OH-]. The catalyst is O1CCOCC1. The product is [NH2:16][C:2]1[N:7]=[C:6]([NH:8][CH2:9][C:10]#[CH:11])[N:5]=[C:4]([N:12]([CH3:15])[O:13][CH3:14])[N:3]=1. The yield is 0.620. (2) The reactants are ClC1C=CC(C(OO)=[O:9])=CC=1.[CH3:12][S:13][C:14]1[CH:15]=[CH:16][C:17]2[N:18]([C:20]([CH2:27][N:28]3[CH2:32][CH:31]([CH2:33][CH2:34][CH3:35])[CH2:30][C:29]3=[O:36])=[C:21]([C:23]([F:26])([F:25])[F:24])[N:22]=2)[N:19]=1. The catalyst is C(Cl)(Cl)Cl. The product is [CH3:12][S:13]([C:14]1[CH:15]=[CH:16][C:17]2[N:18]([C:20]([CH2:27][N:28]3[CH2:32][CH:31]([CH2:33][CH2:34][CH3:35])[CH2:30][C:29]3=[O:36])=[C:21]([C:23]([F:25])([F:24])[F:26])[N:22]=2)[N:19]=1)=[O:9]. The yield is 0.380. (3) The reactants are [NH2:1][CH2:2][CH:3]([C:10]1[CH:15]=[CH:14][CH:13]=[C:12]([Cl:16])[CH:11]=1)[CH2:4][C:5](OCC)=[O:6]. The catalyst is C1(C)C=CC=CC=1. The product is [Cl:16][C:12]1[CH:11]=[C:10]([CH:3]2[CH2:2][NH:1][C:5](=[O:6])[CH2:4]2)[CH:15]=[CH:14][CH:13]=1. The yield is 0.492. (4) The reactants are [C:1]1(=[CH:7][C:8]#[N:9])[CH2:6][CH2:5][CH2:4][CH2:3][CH2:2]1.[N+:10]([CH3:13])([O-:12])=[O:11].[F-].C([N+](CCCC)(CCCC)CCCC)CCC. The catalyst is O1CCCC1.C(OCC)(=O)C. The product is [N+:10]([CH2:13][C:1]1([CH2:7][C:8]#[N:9])[CH2:6][CH2:5][CH2:4][CH2:3][CH2:2]1)([O-:12])=[O:11]. The yield is 0.710. (5) The reactants are [CH2:1]([S:3]([N:6]1[CH2:11][CH2:10][CH:9]([C:12]2[C:20]3[C:15](=[C:16]([C:35]([NH2:37])=[O:36])[CH:17]=[C:18]([C:21]4[CH:25]=[C:24]([CH2:26][N:27]5[CH2:31][CH2:30][CH2:29][CH:28]5[CH2:32][CH2:33][CH3:34])[S:23][CH:22]=4)[CH:19]=3)[NH:14][CH:13]=2)[CH2:8][CH2:7]1)(=[O:5])=[O:4])[CH3:2].[CH2:38](C1CCCN1)CC. No catalyst specified. The product is [CH2:1]([S:3]([N:6]1[CH2:11][CH2:10][CH:9]([C:12]2[C:20]3[C:15](=[C:16]([C:35]([NH2:37])=[O:36])[CH:17]=[C:18]([C:21]4[CH:25]=[C:24]([CH2:26][N:27]5[CH2:31][CH2:30][CH2:29][CH:28]5[CH2:32][CH:33]([CH3:38])[CH3:34])[S:23][CH:22]=4)[CH:19]=3)[NH:14][CH:13]=2)[CH2:8][CH2:7]1)(=[O:4])=[O:5])[CH3:2]. The yield is 0.216.